Dataset: Reaction yield outcomes from USPTO patents with 853,638 reactions. Task: Predict the reaction yield, written as a fraction of the theoretical maximum amount of product (1.0 means a 100% yield; for example, 0.34 means a 34% yield). The reactants are C([O-])([O-])=O.[K+].[K+].[C:7]1([S:13]([O-:15])=[O:14])[CH:12]=[CH:11][CH:10]=[CH:9][CH:8]=1.[Na+].Br[CH2:18][C:19]1[CH:28]=[CH:27][C:26]2[C:21](=[CH:22][CH:23]=[CH:24][CH:25]=2)[CH:20]=1. The catalyst is C1COCC1. The product is [C:7]1([S:13]([CH2:18][C:19]2[CH:28]=[CH:27][C:26]3[C:21](=[CH:22][CH:23]=[CH:24][CH:25]=3)[CH:20]=2)(=[O:15])=[O:14])[CH:12]=[CH:11][CH:10]=[CH:9][CH:8]=1. The yield is 0.860.